This data is from Forward reaction prediction with 1.9M reactions from USPTO patents (1976-2016). The task is: Predict the product of the given reaction. Given the reactants [Cl:1][C:2]1[CH:7]=[CH:6][CH:5]=[CH:4][C:3]=1[C:8]1[CH:12]=[C:11]([C:13]2[CH:18]=[CH:17][C:16]([O:19][CH3:20])=[CH:15][CH:14]=2)[O:10][N:9]=1.[Br:21]N1C(=O)CCC1=O, predict the reaction product. The product is: [Br:21][C:12]1[C:8]([C:3]2[CH:4]=[CH:5][CH:6]=[CH:7][C:2]=2[Cl:1])=[N:9][O:10][C:11]=1[C:13]1[CH:14]=[CH:15][C:16]([O:19][CH3:20])=[CH:17][CH:18]=1.